This data is from Forward reaction prediction with 1.9M reactions from USPTO patents (1976-2016). The task is: Predict the product of the given reaction. Given the reactants [NH2:1][C:2]1[N:7]=[CH:6][C:5](/[C:8](/SC)=[CH:9]\[C:10]([CH:12]2[CH:17]3[CH:13]2[CH2:14][CH:15]([O:18][Si:19]([C:32]([CH3:35])([CH3:34])[CH3:33])([C:26]2[CH:31]=[CH:30][CH:29]=[CH:28][CH:27]=2)[C:20]2[CH:25]=[CH:24][CH:23]=[CH:22][CH:21]=2)[CH2:16]3)=O)=[CH:4][C:3]=1[O:38][C:39]([F:42])([F:41])[F:40].O.[NH2:44][NH2:45].C(OCC)(=O)C, predict the reaction product. The product is: [Si:19]([O:18][CH:15]1[CH2:14][CH:13]2[CH:17]([CH:12]2[C:10]2[NH:45][N:44]=[C:8]([C:5]3[CH:4]=[C:3]([O:38][C:39]([F:41])([F:42])[F:40])[C:2]([NH2:1])=[N:7][CH:6]=3)[CH:9]=2)[CH2:16]1)([C:32]([CH3:34])([CH3:33])[CH3:35])([C:20]1[CH:21]=[CH:22][CH:23]=[CH:24][CH:25]=1)[C:26]1[CH:27]=[CH:28][CH:29]=[CH:30][CH:31]=1.